From a dataset of Experimentally validated miRNA-target interactions with 360,000+ pairs, plus equal number of negative samples. Binary Classification. Given a miRNA mature sequence and a target amino acid sequence, predict their likelihood of interaction. (1) The miRNA is hsa-miR-4665-3p with sequence CUCGGCCGCGGCGCGUAGCCCCCGCC. The protein sequence of the target gene is MAGFKRGYDGKIAGLYDLDKTLGRGHFAVVKLARHVFTGEKVAVKVIDKTKLDTLATGHLFQEVRCMKLVQHPNIVRLYEVIDTQTKLYLILELGDGGDMFDYIMKHEEGLNEDLAKKYFAQIVHAISYCHKLHVVHRDLKPENVVFFEKQGLVKLTDFGFSNKFQPGKKLTTSCGSLAYSAPEILLGDEYDAPAVDIWSLGVILFMLVCGQPPFQEANDSETLTMIMDCKYTVPPRVSAGCRDLITRMLQRDPKRRASLEEIESHPWLQGVDPSPATKYNIPLVSYKNLSEEEHNSIIQ.... Result: 0 (no interaction). (2) The miRNA is dre-miR-140-5p with sequence CAGUGGUUUUACCCUAUGGUAG. Result: 0 (no interaction). The protein sequence of the target gene is MEHQLLCCEVETIRRAYPDTNLLNDRVLRAMLKTEETCAPSVSYFKCVQREIVPSMRKIVATWMLEVCEEQKCEEEVFPLAMNYLDRFLSLEPLKKSRLQLLGATCMFVASKMKETIPLTAEKLCIYTDNSIRPEELLQMELLLVNKLKWNLAAMTPHDFIEHFLSKMPEADENKQIIRKHAQTFVALCATDVKFISNPPSMVAAGSVVAAMQGLNLGSPNNFLSCYRTTHFLSRVIKCDPDCLRACQEQIEALLESSLRQAQQNIDPKATEEEGEVEEEAGLACTPTDVRDVDI.